Predict the product of the given reaction. From a dataset of Forward reaction prediction with 1.9M reactions from USPTO patents (1976-2016). (1) Given the reactants [F:1][CH:2]([F:25])[C:3]1[N:8]2[N:9]=[CH:10][C:11]([C:12]([OH:14])=O)=[C:7]2[N:6]=[C:5]([C:15]2[CH:20]=[CH:19][C:18]([C:21]([F:24])([F:23])[F:22])=[CH:17][CH:16]=2)[CH:4]=1.[OH:26][CH2:27][C:28]([NH:32][S:33]([C:36]1[S:37][C:38]([Cl:42])=[C:39]([NH2:41])[CH:40]=1)(=[O:35])=[O:34])([CH2:30][OH:31])[CH3:29], predict the reaction product. The product is: [Cl:42][C:38]1[S:37][C:36]([S:33](=[O:35])(=[O:34])[NH:32][C:28]([CH2:27][OH:26])([CH3:29])[CH2:30][OH:31])=[CH:40][C:39]=1[NH:41][C:12]([C:11]1[CH:10]=[N:9][N:8]2[C:3]([CH:2]([F:25])[F:1])=[CH:4][C:5]([C:15]3[CH:20]=[CH:19][C:18]([C:21]([F:24])([F:22])[F:23])=[CH:17][CH:16]=3)=[N:6][C:7]=12)=[O:14]. (2) The product is: [N:27]1[CH:6]=[CH:5][CH:4]=[C:3]([S:8]([N:11]2[C:19]3[C:14](=[C:15]([CH:20]=[CH2:21])[CH:16]=[CH:17][CH:18]=3)[CH:13]=[CH:12]2)(=[O:10])=[O:9])[CH:2]=1. Given the reactants C[C:2]1C=[CH:6][CH:5]=[CH:4][C:3]=1[S:8]([N:11]1[C:19]2[C:14](=[C:15]([CH:20]=[CH2:21])[CH:16]=[CH:17][CH:18]=2)[CH:13]=[CH:12]1)(=[O:10])=[O:9].BrC1C=CC=C2C=1C=C[N:27]2S(C1C=NC=CC=1)(=O)=O.C([Sn](CCCC)(CCCC)C=C)CCC.CO, predict the reaction product. (3) Given the reactants Br[CH2:2][C:3]([C:5]1[CH:10]=[CH:9][C:8]([O:11][CH3:12])=[CH:7][CH:6]=1)=O.[N:13]1[CH:18]=[CH:17][CH:16]=[CH:15][C:14]=1[CH3:19].C(=O)([O-])[O-].[K+].[K+], predict the reaction product. The product is: [CH3:12][O:11][C:8]1[CH:9]=[CH:10][C:5]([C:3]2[CH:19]=[C:14]3[N:13]([CH:2]=2)[CH:18]=[CH:17][CH:16]=[CH:15]3)=[CH:6][CH:7]=1. (4) Given the reactants [Cl:1][C:2]1[C:10]2[O:9][CH:8]([CH2:11][OH:12])[CH2:7][C:6]=2[CH:5]=[C:4]([CH3:13])[CH:3]=1.[CH3:14][S:15](Cl)(=[O:17])=[O:16].C(N(CC)CC)C.O, predict the reaction product. The product is: [CH3:14][S:15]([O:12][CH2:11][CH:8]1[CH2:7][C:6]2[CH:5]=[C:4]([CH3:13])[CH:3]=[C:2]([Cl:1])[C:10]=2[O:9]1)(=[O:17])=[O:16]. (5) Given the reactants C[O:2][C:3]([C:5]1([C:8]2[CH:13]=[CH:12][C:11]([C:14]3[CH:19]=[CH:18][C:17]([N:20]4[C:24]([NH:25][C:26]([O:28][CH:29]([CH3:31])[CH3:30])=[O:27])=[C:23]([CH3:32])[N:22]=[N:21]4)=[CH:16][CH:15]=3)=[CH:10][CH:9]=2)[CH2:7][CH2:6]1)=[O:4].C1COCC1.[Li+].[OH-].Cl, predict the reaction product. The product is: [CH:29]([O:28][C:26]([NH:25][C:24]1[N:20]([C:17]2[CH:18]=[CH:19][C:14]([C:11]3[CH:10]=[CH:9][C:8]([C:5]4([C:3]([OH:4])=[O:2])[CH2:7][CH2:6]4)=[CH:13][CH:12]=3)=[CH:15][CH:16]=2)[N:21]=[N:22][C:23]=1[CH3:32])=[O:27])([CH3:31])[CH3:30]. (6) Given the reactants FC(F)(F)C([O-])=O.[NH3+:8][CH2:9][CH2:10][CH2:11][CH2:12][CH2:13][NH:14][C:15](=[O:18])[CH:16]=[CH2:17].CCN(C(C)C)C(C)C.[Br:28][CH2:29][C:30](Cl)=[O:31].C(=O)=O, predict the reaction product. The product is: [Br:28][CH2:29][C:30]([NH:8][CH2:9][CH2:10][CH2:11][CH2:12][CH2:13][NH:14][C:15](=[O:18])[CH:16]=[CH2:17])=[O:31]. (7) Given the reactants Cl[C:2]1[C:3]([NH2:9])=[N:4][CH:5]=[N:6][C:7]=1Cl.[CH2:10]1[C:14]2([CH2:18][CH2:17][NH:16][CH2:15]2)[CH2:13][CH2:12][N:11]1[C:19]([O:21]C(C)(C)C)=O.[O:26]([C:33]1[CH:38]=[CH:37][C:36](B(O)O)=[CH:35][CH:34]=1)[C:27]1[CH:32]=[CH:31][CH:30]=[CH:29][CH:28]=1.[C:42](Cl)(=O)[CH:43]=C, predict the reaction product. The product is: [NH2:9][C:3]1[N:4]=[CH:5][N:6]=[C:7]([N:16]2[CH2:17][CH2:18][C:14]3([CH2:10][N:11]([C:19](=[O:21])[CH:42]=[CH2:43])[CH2:12][CH2:13]3)[CH2:15]2)[C:2]=1[C:30]1[CH:31]=[CH:32][C:27]([O:26][C:33]2[CH:38]=[CH:37][CH:36]=[CH:35][CH:34]=2)=[CH:28][CH:29]=1.